This data is from Forward reaction prediction with 1.9M reactions from USPTO patents (1976-2016). The task is: Predict the product of the given reaction. (1) Given the reactants C(=O)([O-])[O-].[Na+].[Na+].[F:7][C:8]1[CH:13]=[CH:12][C:11](Br)=[CH:10][CH:9]=1.[C:15]1(B(O)O)[CH:20]=[CH:19][CH:18]=[CH:17][CH:16]=1.C1(P(C2C=CC=CC=2)C2C=CC=CC=2)C=CC=CC=1, predict the reaction product. The product is: [F:7][C:8]1[CH:13]=[CH:12][C:11]([C:15]2[CH:20]=[CH:19][CH:18]=[CH:17][CH:16]=2)=[CH:10][CH:9]=1. (2) The product is: [CH2:22]([O:29][C:30]1[CH:31]=[CH:32][C:33]([CH2:36][C:37]([NH:9][C:7]2[CH:8]=[C:3]([O:2][CH3:1])[CH:4]=[CH:5][C:6]=2[CH:10]2[CH2:19][CH2:18][C:17]3[C:12](=[CH:13][CH:14]=[C:15]([O:20][CH3:21])[CH:16]=3)[CH2:11]2)=[O:38])=[CH:34][CH:35]=1)[C:23]1[CH:24]=[CH:25][CH:26]=[CH:27][CH:28]=1. Given the reactants [CH3:1][O:2][C:3]1[CH:4]=[CH:5][C:6]([CH:10]2[CH2:19][CH2:18][C:17]3[C:12](=[CH:13][CH:14]=[C:15]([O:20][CH3:21])[CH:16]=3)[CH2:11]2)=[C:7]([NH2:9])[CH:8]=1.[CH2:22]([O:29][C:30]1[CH:35]=[CH:34][C:33]([CH2:36][C:37](Cl)=[O:38])=[CH:32][CH:31]=1)[C:23]1[CH:28]=[CH:27][CH:26]=[CH:25][CH:24]=1, predict the reaction product. (3) Given the reactants [CH3:1][N:2]1[CH:6]=[C:5]([C:7]2[CH:8]=[C:9]3[C:14](=[CH:15][CH:16]=2)[N:13]([C:17]2[C:21]4[CH2:22][N:23](C(OC(C)(C)C)=O)[CH2:24][CH2:25][C:20]=4[N:19](C4CCOCC4)[N:18]=2)[CH2:12][CH2:11][CH2:10]3)[CH:4]=[N:3]1.FC(F)(F)C(O)=O, predict the reaction product. The product is: [CH3:1][N:2]1[CH:6]=[C:5]([C:7]2[CH:8]=[C:9]3[C:14](=[CH:15][CH:16]=2)[N:13]([C:17]2[C:21]4[CH2:22][NH:23][CH2:24][CH2:25][C:20]=4[NH:19][N:18]=2)[CH2:12][CH2:11][CH2:10]3)[CH:4]=[N:3]1. (4) Given the reactants [C:1]([O:6][CH2:7][CH3:8])(=S)[C:2]([NH2:4])=O.F[B-](F)(F)F.C([O+:16](CC)CC)C.[CH2:21]([NH:28][NH:29][C:30](=O)[C:31]([CH3:34])([CH3:33])[CH3:32])[C:22]1[CH:27]=[CH:26][CH:25]=[CH:24][CH:23]=1.C(N(CC)CC)C, predict the reaction product. The product is: [C:31]([C:30]1[N:4]=[C:2]([C:1]([O:6][CH2:7][CH3:8])=[O:16])[N:28]([CH2:21][C:22]2[CH:27]=[CH:26][CH:25]=[CH:24][CH:23]=2)[N:29]=1)([CH3:34])([CH3:32])[CH3:33]. (5) The product is: [Cl:17][C:18]1[CH:23]=[CH:22][C:21]([S:24][C:2]2[N:3]=[C:4]([CH3:10])[CH:5]=[CH:6][C:7]=2[C:8]#[N:9])=[CH:20][CH:19]=1. Given the reactants Cl[C:2]1[C:7]([C:8]#[N:9])=[CH:6][CH:5]=[C:4]([CH3:10])[N:3]=1.C([O-])([O-])=O.[K+].[K+].[Cl:17][C:18]1[CH:23]=[CH:22][C:21]([SH:24])=[CH:20][CH:19]=1.O, predict the reaction product.